From a dataset of Forward reaction prediction with 1.9M reactions from USPTO patents (1976-2016). Predict the product of the given reaction. (1) Given the reactants C[O:2][C:3](=[O:37])[CH2:4][CH2:5][CH:6]1[CH:13]2[CH:9]([O:10][CH:11]([CH:14]=[CH:15][C:16]3[CH:21]=[CH:20][CH:19]=[CH:18][CH:17]=3)[O:12]2)[CH:8]([N:22]2[CH:30]=[N:29][C:28]3[C:23]2=[N:24][CH:25]=[N:26][C:27]=3[NH:31][C:32]([NH:34][CH2:35][CH3:36])=[O:33])[O:7]1.O.[OH-].[Li+].C(O)(=O)C, predict the reaction product. The product is: [CH2:35]([NH:34][C:32](=[O:33])[NH:31][C:27]1[N:26]=[CH:25][N:24]=[C:23]2[C:28]=1[N:29]=[CH:30][N:22]2[CH:8]1[CH:9]2[O:10][CH:11]([CH:14]=[CH:15][C:16]3[CH:21]=[CH:20][CH:19]=[CH:18][CH:17]=3)[O:12][CH:13]2[CH:6]([CH2:5][CH2:4][C:3]([OH:37])=[O:2])[O:7]1)[CH3:36]. (2) The product is: [C:34]([O:38][C:39]([N:41]1[CH2:46][CH2:45][CH2:44][C@H:43]([C:47]2[N:50]=[C:9]([C:6]3[NH:7][CH:8]=[C:4]([CH:1]([CH3:2])[CH3:3])[CH:5]=3)[O:11][N:48]=2)[CH2:42]1)=[O:40])([CH3:37])([CH3:35])[CH3:36]. Given the reactants [CH:1]([C:4]1[CH:5]=[C:6]([C:9]([OH:11])=O)[NH:7][CH:8]=1)([CH3:3])[CH3:2].C1C=NC2N(O)N=NC=2C=1.CCN=C=NCCCN(C)C.Cl.[C:34]([O:38][C:39]([N:41]1[CH2:46][CH2:45][CH2:44][C@H:43]([C:47](=[NH:50])[NH:48]O)[CH2:42]1)=[O:40])([CH3:37])([CH3:36])[CH3:35].C(N(CC)CC)C, predict the reaction product. (3) Given the reactants C[Mg]Br.[N:4]1([C:21]([O:23][C:24]([CH3:27])([CH3:26])[CH3:25])=[O:22])[CH2:9][CH2:8][N:7]([C:10]([O:12][C:13]([CH3:16])([CH3:15])[CH3:14])=[O:11])[CH2:6][CH:5]1C(OC)=O, predict the reaction product. The product is: [OH:12][C:13]([C@@H:5]1[CH2:6][N:7]([C:10]([O:12][C:13]([CH3:16])([CH3:14])[CH3:15])=[O:11])[CH2:8][CH2:9][N:4]1[C:21]([O:23][C:24]([CH3:26])([CH3:25])[CH3:27])=[O:22])([CH3:15])[CH3:14]. (4) The product is: [CH3:23][O:20][C:19]([CH:17]1[CH2:18][CH:16]1[C:12]1[CH:11]=[C:10]([F:22])[C:9]([O:8][CH2:1][C:2]2[CH:3]=[CH:4][CH:5]=[CH:6][CH:7]=2)=[C:14]([F:15])[CH:13]=1)=[O:21]. Given the reactants [CH2:1]([O:8][C:9]1[C:14]([F:15])=[CH:13][C:12]([CH:16]2[CH2:18][CH:17]2[C:19]([OH:21])=[O:20])=[CH:11][C:10]=1[F:22])[C:2]1[CH:7]=[CH:6][CH:5]=[CH:4][CH:3]=1.[CH2:23](C1COC(=O)N1)C1C=CC=CC=1, predict the reaction product. (5) Given the reactants [O:1]1[CH2:5][CH2:4][CH:3]([NH2:6])[CH2:2]1.S=[C:8]1[CH2:12][S:11][C:10](=[O:13])[NH:9]1, predict the reaction product. The product is: [O:1]1[CH2:5][CH2:4][CH:3]([NH:6][C:8]2[CH2:12][S:11][C:10](=[O:13])[N:9]=2)[CH2:2]1. (6) The product is: [C:1]([C:4]1[CH:5]=[C:6]([C:22]2[CH:27]=[CH:26][CH:25]=[C:24]([O:28][CH3:29])[CH:23]=2)[CH:7]=[C:8]2[C:16]=1[NH:15][C:14]1[CH:13]=[C:12]([C:17]([OH:19])=[O:18])[CH:11]=[CH:10][C:9]2=1)(=[O:3])[NH2:2]. Given the reactants [C:1]([C:4]1[CH:5]=[C:6]([C:22]2[CH:27]=[CH:26][CH:25]=[C:24]([O:28][CH3:29])[CH:23]=2)[CH:7]=[C:8]2[C:16]=1[NH:15][C:14]1[CH:13]=[C:12]([C:17]([O:19]CC)=[O:18])[CH:11]=[CH:10][C:9]2=1)(=[O:3])[NH2:2].[OH-].[Na+], predict the reaction product. (7) Given the reactants COC1(C2C=CC=CC=2)C(C)(C)O1.C(NCC)C.CS[C:21]1[CH:26]=[CH:25][C:24]([C:27]([C:29]2([N:35]3[CH2:39][CH2:38][CH2:37][CH2:36]3)[CH2:34]CCC[CH2:30]2)=[O:28])=[CH:23][CH:22]=1, predict the reaction product. The product is: [CH2:39]([N:35]([CH2:36][CH3:37])[C:29]([CH3:34])([CH3:30])[C:27]([C:24]1[CH:25]=[CH:26][CH:21]=[CH:22][CH:23]=1)=[O:28])[CH3:38]. (8) Given the reactants Cl.[Cl:2]C1C(C(F)(F)F)=CC=CC=1CN(CC(C1C=CC=CC=1)C1C=CC=CC=1)CCCOC1C=C(CC([N:20]2[CH2:25][CH2:24][O:23][CH2:22][CH2:21]2)=O)C=CC=1.[Cl:48][C:49]1[C:85]([C:86]([F:89])([F:88])[F:87])=[CH:84][CH:83]=[CH:82][C:50]=1[CH2:51][N:52]([CH2:68][CH:69]([C:76]1[CH:81]=[CH:80][CH:79]=[CH:78][CH:77]=1)[C:70]1[CH:75]=[CH:74][CH:73]=[CH:72][CH:71]=1)[CH2:53][C@@H:54]([CH3:67])[CH2:55][O:56][C:57]1[CH:58]=[C:59]([CH2:63][C:64](O)=[O:65])[CH:60]=[CH:61][CH:62]=1.ClC1C(C(F)(F)F)=CC=CC=1CN(CC(C1C=CC=CC=1)C1C=CC=CC=1)CCCOC1C=C(CC(O)=O)C=CC=1, predict the reaction product. The product is: [ClH:2].[Cl:48][C:49]1[C:85]([C:86]([F:89])([F:88])[F:87])=[CH:84][CH:83]=[CH:82][C:50]=1[CH2:51][N:52]([CH2:68][CH:69]([C:70]1[CH:71]=[CH:72][CH:73]=[CH:74][CH:75]=1)[C:76]1[CH:77]=[CH:78][CH:79]=[CH:80][CH:81]=1)[CH2:53][C@@H:54]([CH3:67])[CH2:55][O:56][C:57]1[CH:58]=[C:59]([CH2:63][C:64]([N:20]2[CH2:25][CH2:24][O:23][CH2:22][CH2:21]2)=[O:65])[CH:60]=[CH:61][CH:62]=1.